From a dataset of Reaction yield outcomes from USPTO patents with 853,638 reactions. Predict the reaction yield, written as a fraction of the theoretical maximum amount of product (1.0 means a 100% yield; for example, 0.34 means a 34% yield). (1) The reactants are FC(F)(F)C(O)=O.COC1C=CC(C[N:17]2[C:21]3=[N:22][CH:23]=[CH:24][C:25]([O:26][C:27]4[CH:41]=[CH:40][C:30]([C:31]([NH:33][C:34]5[S:35][C:36]([CH3:39])=[CH:37][N:38]=5)=[O:32])=[CH:29][CH:28]=4)=[C:20]3[C:19]([CH:42]3[CH2:47][CH2:46][CH2:45][NH:44][CH2:43]3)=[N:18]2)=CC=1. The catalyst is C(O)(C(F)(F)F)=O. The product is [CH3:39][C:36]1[S:35][C:34]([NH:33][C:31](=[O:32])[C:30]2[CH:29]=[CH:28][C:27]([O:26][C:25]3[CH:24]=[CH:23][N:22]=[C:21]4[NH:17][N:18]=[C:19]([CH:42]5[CH2:47][CH2:46][CH2:45][NH:44][CH2:43]5)[C:20]=34)=[CH:41][CH:40]=2)=[N:38][CH:37]=1. The yield is 1.00. (2) The reactants are I[C:2]1[C:10]2[C:5](=[CH:6][CH:7]=[C:8]([CH:11]=[O:12])[CH:9]=2)[NH:4][N:3]=1.[N:13]1[CH:18]=[CH:17][CH:16]=[C:15](B(O)O)[CH:14]=1.C([O-])([O-])=O.[K+].[K+].O1CCOCC1. The catalyst is CCOC(C)=O.C1C=CC([P]([Pd]([P](C2C=CC=CC=2)(C2C=CC=CC=2)C2C=CC=CC=2)([P](C2C=CC=CC=2)(C2C=CC=CC=2)C2C=CC=CC=2)[P](C2C=CC=CC=2)(C2C=CC=CC=2)C2C=CC=CC=2)(C2C=CC=CC=2)C2C=CC=CC=2)=CC=1. The product is [N:13]1[CH:18]=[CH:17][CH:16]=[C:15]([C:2]2[C:10]3[C:5](=[CH:6][CH:7]=[C:8]([CH:11]=[O:12])[CH:9]=3)[NH:4][N:3]=2)[CH:14]=1. The yield is 0.260. (3) The reactants are [Br:1][C:2]1[CH:3]=[C:4]([C:9](/[C:11](=[CH:17]/[NH:18][CH2:19][CH3:20])/[C:12]([O:14][CH2:15][CH3:16])=[O:13])=[O:10])[C:5](Cl)=[N:6][CH:7]=1.C(=O)([O-])[O-].[K+].[K+].C(N)C. The catalyst is C(#N)C. The product is [Br:1][C:2]1[CH:3]=[C:4]2[C:5](=[N:6][CH:7]=1)[N:18]([CH2:19][CH3:20])[CH:17]=[C:11]([C:12]([O:14][CH2:15][CH3:16])=[O:13])[C:9]2=[O:10]. The yield is 0.500. (4) The reactants are [F:1][C:2]1[CH:30]=[CH:29][C:5]([CH2:6][N:7]2[C:15]3[C:10](=[CH:11][CH:12]=[CH:13][CH:14]=3)[C:9]3[CH2:16][C@@H:17]([CH2:27][OH:28])[N:18]([C:20]([O:22]C(C)(C)C)=O)[CH2:19][C:8]2=3)=[CH:4][CH:3]=1.CN([C:34]([O:38]N1N=NC2C=CC=NC1=2)=[N+](C)C)C.F[P-](F)(F)(F)(F)F.[CH3:55][S:56]([NH2:59])(=[O:58])=[O:57].C([N:63]([CH2:67][CH3:68])C(C)C)(C)C. The catalyst is C(Cl)Cl. The product is [F:1][C:2]1[CH:3]=[CH:4][C:5]([CH2:6][N:7]2[C:15]3[CH:14]=[CH:13][CH:12]=[CH:11][C:10]=3[C:9]3[CH2:16][C@H:17]4[C:27](=[O:28])[N:63]([CH2:67][CH2:68][C:34]([NH:59][S:56]([CH3:55])(=[O:58])=[O:57])=[O:38])[C:20](=[O:22])[N:18]4[CH2:19][C:8]2=3)=[CH:29][CH:30]=1. The yield is 0.150. (5) The reactants are [C:1]([O:5][C:6]([N:8]1[CH2:13][CH2:12][C:11](=[C:14]([Br:24])[C:15]2[CH:20]=[CH:19][C:18]([C:21](O)=[O:22])=[CH:17][CH:16]=2)[CH2:10][CH2:9]1)=[O:7])([CH3:4])([CH3:3])[CH3:2].C(OC(Cl)=O)C(C)C.[CH2:33]([NH:35][CH2:36][CH3:37])[CH3:34]. The catalyst is ClCCl. The product is [C:1]([O:5][C:6]([N:8]1[CH2:13][CH2:12][C:11](=[C:14]([Br:24])[C:15]2[CH:16]=[CH:17][C:18]([C:21](=[O:22])[N:35]([CH2:36][CH3:37])[CH2:33][CH3:34])=[CH:19][CH:20]=2)[CH2:10][CH2:9]1)=[O:7])([CH3:2])([CH3:3])[CH3:4]. The yield is 0.730. (6) The reactants are [S:1]1[C:5]([CH2:6][O:7][C:8]([NH:10][C@@H:11]([CH2:33][C:34]2[CH:39]=[CH:38][CH:37]=[CH:36][CH:35]=2)[CH2:12][NH:13][CH2:14][C@@H:15]([NH:23][C:24]([O:26][CH2:27][C:28]2[S:32][CH:31]=[N:30][CH:29]=2)=[O:25])[CH2:16][C:17]2[CH:22]=[CH:21][CH:20]=[CH:19][CH:18]=2)=[O:9])=[CH:4][N:3]=[CH:2]1.[CH3:40][CH:41]([CH3:44])[CH:42]=O.C(O)(=O)C.C(O[BH-](OC(=O)C)OC(=O)C)(=O)C.[Na+].C(=O)(O)[O-].[Na+]. The product is [CH3:40][CH:41]([CH3:44])[CH2:42][N:13]([CH2:14][C@@H:15]([NH:23][C:24]([O:26][CH2:27][C:28]1[S:32][CH:31]=[N:30][CH:29]=1)=[O:25])[CH2:16][C:17]1[CH:18]=[CH:19][CH:20]=[CH:21][CH:22]=1)[CH2:12][C@@H:11]([NH:10][C:8]([O:7][CH2:6][C:5]1[S:1][CH:2]=[N:3][CH:4]=1)=[O:9])[CH2:33][C:34]1[CH:39]=[CH:38][CH:37]=[CH:36][CH:35]=1. The catalyst is ClCCCl. The yield is 0.780.